This data is from Reaction yield outcomes from USPTO patents with 853,638 reactions. The task is: Predict the reaction yield, written as a fraction of the theoretical maximum amount of product (1.0 means a 100% yield; for example, 0.34 means a 34% yield). (1) The reactants are [CH2:1]([S:5]([NH:8][C:9]1[CH:10]=[C:11]([CH:16]=[C:17]([CH2:19][CH2:20][CH3:21])[CH:18]=1)[C:12]([O:14][CH3:15])=[O:13])(=[O:7])=[O:6])[CH2:2][CH:3]=[CH2:4].[CH2:22](O)[CH:23]=[CH2:24].C1(P(C2C=CC=CC=2)C2C=CC=CC=2)C=CC=CC=1.N(C(OC(C)C)=O)=NC(OC(C)C)=O. The catalyst is C1(C)C=CC=CC=1. The product is [CH2:1]([S:5]([N:8]([CH2:24][CH:23]=[CH2:22])[C:9]1[CH:10]=[C:11]([CH:16]=[C:17]([CH2:19][CH2:20][CH3:21])[CH:18]=1)[C:12]([O:14][CH3:15])=[O:13])(=[O:7])=[O:6])[CH2:2][CH:3]=[CH2:4]. The yield is 0.750. (2) The reactants are [Cl:1][C:2]1[C:3]([O:17][C@@H:18]([CH3:23])[C:19]([F:22])([F:21])[F:20])=[N:4][CH:5]=[C:6](B2OC(C)(C)C(C)(C)O2)[CH:7]=1.[OH:24]OS([O-])=O.[K+]. The catalyst is CC(C)=O.O. The product is [Cl:1][C:2]1[CH:7]=[C:6]([OH:24])[CH:5]=[N:4][C:3]=1[O:17][C@@H:18]([CH3:23])[C:19]([F:22])([F:21])[F:20]. The yield is 0.690. (3) The reactants are CC[C@@H]1[C@@H]2C[C@H]([C@@H](OC3C4C(=CC=CC=4)C(O[C@@H](C4C=CN=C5C=4C=C(OC)C=C5)[C@@H]4N5C[C@H](CC)[C@@H](CC5)C4)=NN=3)C3C=CN=C4C=3C=C([O:22]C)C=C4)N(CC2)C1.C([C:62]1[CH:63]=[C:64]([F:69])[C:65]([Cl:68])=[N:66][CH:67]=1)C=C.S([O-])([O-])=O.[Na+].[Na+].[C:76]([OH:80])(C)([CH3:78])[CH3:77]. The catalyst is O. The product is [Cl:68][C:65]1[N:66]=[CH:67][C:62]([CH2:77][C@@H:76]([OH:80])[CH2:78][OH:22])=[CH:63][C:64]=1[F:69]. The yield is 0.920. (4) The reactants are Cl.[OH:2][CH:3]1[O:11][C@H:10]([CH2:12][OH:13])[C@@H:8]([OH:9])[C@H:6]([OH:7])[C@H:4]1[NH2:5].[CH:14](=O)[C:15]1[CH:20]=[CH:19][C:18]([O:21][CH3:22])=[CH:17][CH:16]=1. The catalyst is [OH-].[Na+]. The product is [CH3:22][O:21][C:18]1[CH:19]=[CH:20][C:15]([CH:14]=[N:5][C@@H:4]2[C@@H:6]([OH:7])[C@H:8]([OH:9])[C@@H:10]([CH2:12][OH:13])[O:11][CH:3]2[OH:2])=[CH:16][CH:17]=1. The yield is 0.955. (5) The reactants are [NH2:1][C:2]1[S:3][CH2:4][CH:5]([CH3:7])[N:6]=1.Br[CH2:9][C:10]1[CH:11]=[CH:12][C:13]([Cl:16])=[N:14][CH:15]=1. The catalyst is C(#N)C. The product is [Cl:16][C:13]1[N:14]=[CH:15][C:10]([CH2:9][N:6]2[C:5]([CH3:7])=[CH:4][S:3][C:2]2=[N:1][CH2:9][C:10]2[CH:15]=[N:14][C:13]([Cl:16])=[CH:12][CH:11]=2)=[CH:11][CH:12]=1. The yield is 0.424. (6) The reactants are [CH:1]1([S:4]([NH:7][C:8]([C@@:10]2([NH:15][C:16]([C@@H:18]3[CH2:22][C@@H:21]([OH:23])[CH2:20][N:19]3[C:24](=[O:44])[C@@H:25]([NH:36][C:37](=[O:43])[O:38][C:39]([CH3:42])([CH3:41])[CH3:40])[C@H:26]([CH2:34][CH3:35])[CH2:27][CH:28]([CH3:33])[CH2:29][CH2:30]C=C)=[O:17])[CH2:12][C@H:11]2[CH:13]=[CH2:14])=[O:9])(=[O:6])=[O:5])[CH2:3][CH2:2]1. The product is [CH:1]1([S:4]([NH:7][C:8]([C@@:10]23[CH2:12][C@H:11]2[CH:13]=[CH:14][CH2:30][CH2:29][CH:28]([CH3:33])[CH2:27][C@@H:26]([CH2:34][CH3:35])[C@H:25]([NH:36][C:37](=[O:43])[O:38][C:39]([CH3:40])([CH3:42])[CH3:41])[C:24](=[O:44])[N:19]2[CH2:20][C@H:21]([OH:23])[CH2:22][C@H:18]2[C:16](=[O:17])[NH:15]3)=[O:9])(=[O:6])=[O:5])[CH2:3][CH2:2]1. The catalyst is ClC(Cl)C.Cl[Ru](=C1N(C2C(C)=CC(C)=CC=2C)CCN1C1C(C)=CC(C)=CC=1C)(Cl)(=CC1C=CC=CC=1)[P](C1CCCCC1)(C1CCCCC1)C1CCCCC1. The yield is 0.474.